Dataset: Reaction yield outcomes from USPTO patents with 853,638 reactions. Task: Predict the reaction yield, written as a fraction of the theoretical maximum amount of product (1.0 means a 100% yield; for example, 0.34 means a 34% yield). (1) The reactants are [Cl:1][C:2]1[C:7]([C:8]#[N:9])=[C:6]([C:10]2[CH:15]=[CH:14][C:13]([O:16][C:17]3[CH:22]=[CH:21][CH:20]=[CH:19][CH:18]=3)=[CH:12][CH:11]=2)[N:5]=[C:4](Cl)[CH:3]=1.[CH3:24][O:25][C:26]1[CH:31]=[CH:30][C:29](B(O)O)=[CH:28][CH:27]=1.P([O-])([O-])([O-])=O.[K+].[K+].[K+]. The catalyst is CN(C)C=O.C1(P(C2C=CC=CC=2)C2C=CC=CC=2)C=CC=CC=1.C1(P(C2C=CC=CC=2)C2C=CC=CC=2)C=CC=CC=1.C1(P(C2C=CC=CC=2)C2C=CC=CC=2)C=CC=CC=1.C1(P(C2C=CC=CC=2)C2C=CC=CC=2)C=CC=CC=1.[Pd]. The product is [Cl:1][C:2]1[C:7]([C:8]#[N:9])=[C:6]([C:10]2[CH:15]=[CH:14][C:13]([O:16][C:17]3[CH:22]=[CH:21][CH:20]=[CH:19][CH:18]=3)=[CH:12][CH:11]=2)[N:5]=[C:4]([C:29]2[CH:30]=[CH:31][C:26]([O:25][CH3:24])=[CH:27][CH:28]=2)[CH:3]=1. The yield is 0.260. (2) The reactants are [C:1]([C:5]1[CH:14]=[CH:13][C:8]([C:9]([O:11]C)=[O:10])=[CH:7][C:6]=1[C:15]#[N:16])([CH3:4])([CH3:3])[CH3:2].[Li+].[OH-]. The catalyst is O1CCOCC1. The product is [C:1]([C:5]1[CH:14]=[CH:13][C:8]([C:9]([OH:11])=[O:10])=[CH:7][C:6]=1[C:15]#[N:16])([CH3:4])([CH3:2])[CH3:3]. The yield is 0.980. (3) The reactants are CON(C)[C:4]([C:6]1[N:7]=[C:8]([C:11]2[CH:16]=[CH:15][CH:14]=[CH:13][CH:12]=2)[S:9][CH:10]=1)=[O:5].[CH3:18][Mg]Br. The catalyst is O1CCCC1. The product is [C:11]1([C:8]2[S:9][CH:10]=[C:6]([C:4](=[O:5])[CH3:18])[N:7]=2)[CH:16]=[CH:15][CH:14]=[CH:13][CH:12]=1. The yield is 0.980. (4) The yield is 0.550. No catalyst specified. The product is [N:1]([CH2:4][CH:5]1[CH2:10][N:9]([CH3:11])[C:8]2[CH:12]=[CH:13][CH:14]=[C:15]([C:22]3[CH:21]=[CH:20][CH:19]=[C:18]([Cl:17])[CH:23]=3)[C:7]=2[O:6]1)=[N+:2]=[N-:3]. The reactants are [N:1]([CH2:4][CH:5]1[CH2:10][N:9]([CH3:11])[C:8]2[CH:12]=[CH:13][CH:14]=[C:15](Br)[C:7]=2[O:6]1)=[N+:2]=[N-:3].[Cl:17][C:18]1[CH:19]=[C:20](B(O)O)[CH:21]=[CH:22][CH:23]=1. (5) The reactants are [OH:1][CH2:2][CH2:3][CH2:4][O:5][C:6]1([CH3:19])[CH2:11][CH2:10][N:9]([C:12]([O:14][C:15]([CH3:18])([CH3:17])[CH3:16])=[O:13])[CH2:8][CH2:7]1.CC(OI1(OC(C)=O)(OC(C)=O)OC(=O)C2C=CC=CC1=2)=O.C([O-])(O)=O.[Na+]. The catalyst is C(Cl)Cl. The product is [CH3:19][C:6]1([O:5][CH2:4][CH2:3][CH:2]=[O:1])[CH2:11][CH2:10][N:9]([C:12]([O:14][C:15]([CH3:16])([CH3:17])[CH3:18])=[O:13])[CH2:8][CH2:7]1. The yield is 0.820. (6) The yield is 0.980. The product is [CH3:27][O:26][C:23]1[CH:22]=[CH:21][C:20]([CH:19]([C:28]2[CH:29]=[CH:30][C:31]([O:34][CH3:35])=[CH:32][CH:33]=2)[O:18][CH:17]([C:36]2[CH:41]=[CH:40][CH:39]=[CH:38][CH:37]=2)[CH:13]2[CH2:12][NH:11][CH2:15][CH:14]2[OH:16])=[CH:25][CH:24]=1. The catalyst is CO. The reactants are C(OC([N:11]1[CH2:15][CH:14]([OH:16])[CH:13]([CH:17]([C:36]2[CH:41]=[CH:40][CH:39]=[CH:38][CH:37]=2)[O:18][CH:19]([C:28]2[CH:33]=[CH:32][C:31]([O:34][CH3:35])=[CH:30][CH:29]=2)[C:20]2[CH:25]=[CH:24][C:23]([O:26][CH3:27])=[CH:22][CH:21]=2)[CH2:12]1)=O)C1C=CC=CC=1.